From a dataset of TCR-epitope binding with 47,182 pairs between 192 epitopes and 23,139 TCRs. Binary Classification. Given a T-cell receptor sequence (or CDR3 region) and an epitope sequence, predict whether binding occurs between them. (1) The epitope is GTSGSPIINR. The TCR CDR3 sequence is CASNGGSVWGRETQYF. Result: 1 (the TCR binds to the epitope). (2) The epitope is FLRGRAYGL. The TCR CDR3 sequence is CASGFGGTEAFF. Result: 0 (the TCR does not bind to the epitope). (3) The epitope is NLDSKVGGNY. The TCR CDR3 sequence is CASSGAPLLEQYF. Result: 0 (the TCR does not bind to the epitope). (4) The epitope is GPGHKARVL. The TCR CDR3 sequence is CASSYSPPIPGQGIDEQYF. Result: 0 (the TCR does not bind to the epitope). (5) The epitope is RLRPGGKKR. The TCR CDR3 sequence is CASSLLDAMRNEQFF. Result: 0 (the TCR does not bind to the epitope).